Dataset: Merck oncology drug combination screen with 23,052 pairs across 39 cell lines. Task: Regression. Given two drug SMILES strings and cell line genomic features, predict the synergy score measuring deviation from expected non-interaction effect. (1) Drug 1: O=P1(N(CCCl)CCCl)NCCCO1. Synergy scores: synergy=-2.82. Cell line: DLD1. Drug 2: O=C(NOCC(O)CO)c1ccc(F)c(F)c1Nc1ccc(I)cc1F. (2) Drug 1: O=c1[nH]cc(F)c(=O)[nH]1. Drug 2: CCN(CC)CCNC(=O)c1c(C)[nH]c(C=C2C(=O)Nc3ccc(F)cc32)c1C. Cell line: OVCAR3. Synergy scores: synergy=7.24. (3) Drug 1: CN(Cc1cnc2nc(N)nc(N)c2n1)c1ccc(C(=O)NC(CCC(=O)O)C(=O)O)cc1. Drug 2: O=C(NOCC(O)CO)c1ccc(F)c(F)c1Nc1ccc(I)cc1F. Cell line: NCIH23. Synergy scores: synergy=-7.42. (4) Drug 1: O=C(NOCC(O)CO)c1ccc(F)c(F)c1Nc1ccc(I)cc1F. Drug 2: CCc1cnn2c(NCc3ccc[n+]([O-])c3)cc(N3CCCCC3CCO)nc12. Cell line: SW620. Synergy scores: synergy=-5.34.